From a dataset of Forward reaction prediction with 1.9M reactions from USPTO patents (1976-2016). Predict the product of the given reaction. (1) The product is: [CH3:1][C:2]1[O:3][C:4]([C:12]2[CH:17]=[CH:16][CH:15]=[CH:14][CH:13]=2)=[CH:5][C:6]=1[CH2:7][OH:8]. Given the reactants [CH3:1][C:2]1[O:3][C:4]([C:12]2[CH:17]=[CH:16][CH:15]=[CH:14][CH:13]=2)=[CH:5][C:6]=1[C:7](OCC)=[O:8].[H-].[Al+3].[Li+].[H-].[H-].[H-].Cl.O, predict the reaction product. (2) Given the reactants [CH2:1]([C@@:5]1([CH2:32][CH3:33])[NH:11][C@H:10]([C:12]2[CH:17]=[CH:16][CH:15]=[CH:14][CH:13]=2)[C:9]2[CH:18]=[C:19]([O:28][CH3:29])[C:20]([CH2:22][NH:23][C:24](=[O:27])[CH2:25]Cl)=[CH:21][C:8]=2[S:7](=[O:31])(=[O:30])[CH2:6]1)[CH2:2][CH2:3][CH3:4].C(=O)([O-])[O-].[K+].[K+].[NH2:40][CH2:41][CH2:42][P:43](=[O:50])([O:47][CH2:48][CH3:49])[O:44][CH2:45][CH3:46].[I-].[K+], predict the reaction product. The product is: [CH2:1]([C@@:5]1([CH2:32][CH3:33])[NH:11][C@H:10]([C:12]2[CH:17]=[CH:16][CH:15]=[CH:14][CH:13]=2)[C:9]2[CH:18]=[C:19]([O:28][CH3:29])[C:20]([CH2:22][NH:23][C:24](=[O:27])[CH2:25][NH:40][CH2:41][CH2:42][P:43](=[O:50])([O:44][CH2:45][CH3:46])[O:47][CH2:48][CH3:49])=[CH:21][C:8]=2[S:7](=[O:31])(=[O:30])[CH2:6]1)[CH2:2][CH2:3][CH3:4]. (3) Given the reactants [CH3:1][O:2][C:3]1[CH:10]=[CH:9][C:6]([CH:7]=O)=[CH:5][C:4]=1[N+:11]([O-:13])=[O:12].[H-].[Na+].O1CCC[CH2:17]1, predict the reaction product. The product is: [CH3:1][O:2][C:3]1[CH:10]=[CH:9][C:6]([CH:7]=[CH2:17])=[CH:5][C:4]=1[N+:11]([O-:13])=[O:12].